Predict the product of the given reaction. From a dataset of Forward reaction prediction with 1.9M reactions from USPTO patents (1976-2016). Given the reactants [C:1]([O:5][C:6](=[O:28])[CH2:7][C@H:8]([C:18]1[O:22][N:21]=[C:20]([C:23](OCC)=[O:24])[N:19]=1)[CH2:9][CH2:10][CH2:11][CH:12]1[CH2:17][CH2:16][CH2:15][CH2:14][CH2:13]1)([CH3:4])([CH3:3])[CH3:2].[CH2:29]([NH:36][CH3:37])[C:30]1[CH:35]=[CH:34][CH:33]=[CH:32][CH:31]=1, predict the reaction product. The product is: [CH2:29]([N:36]([CH3:37])[C:23]([C:20]1[N:19]=[C:18]([C@H:8]([CH2:9][CH2:10][CH2:11][CH:12]2[CH2:17][CH2:16][CH2:15][CH2:14][CH2:13]2)[CH2:7][C:6]([O:5][C:1]([CH3:4])([CH3:2])[CH3:3])=[O:28])[O:22][N:21]=1)=[O:24])[C:30]1[CH:35]=[CH:34][CH:33]=[CH:32][CH:31]=1.